Task: Predict the reaction yield, written as a fraction of the theoretical maximum amount of product (1.0 means a 100% yield; for example, 0.34 means a 34% yield).. Dataset: Reaction yield outcomes from USPTO patents with 853,638 reactions The reactants are [Cl:1][CH2:2][C:3]([C:5]1[CH:6]=[C:7]2[C:11](=[CH:12][CH:13]=1)[NH:10][C:9](=[O:14])[CH2:8]2)=O.C([SiH](CC)CC)C.O. The catalyst is FC(F)(F)C(O)=O. The product is [Cl:1][CH2:2][CH2:3][C:5]1[CH:6]=[C:7]2[C:11](=[CH:12][CH:13]=1)[NH:10][C:9](=[O:14])[CH2:8]2. The yield is 0.650.